This data is from Cav3 T-type calcium channel HTS with 100,875 compounds. The task is: Binary Classification. Given a drug SMILES string, predict its activity (active/inactive) in a high-throughput screening assay against a specified biological target. The compound is S(=O)(=O)(N1CCC(CC1)C(OC)=O)Cc1ccccc1. The result is 0 (inactive).